From a dataset of Reaction yield outcomes from USPTO patents with 853,638 reactions. Predict the reaction yield, written as a fraction of the theoretical maximum amount of product (1.0 means a 100% yield; for example, 0.34 means a 34% yield). The reactants are [Cl:1][C:2]1[C:3]([F:13])=[C:4]([I:12])[C:5]([OH:11])=[C:6]([C:8](=[O:10])[CH3:9])[CH:7]=1.I[CH2:15][CH3:16].C(=O)([O-])[O-].[K+].[K+]. The catalyst is CN(C)C=O. The product is [Cl:1][C:2]1[C:3]([F:13])=[C:4]([I:12])[C:5]([O:11][CH2:15][CH3:16])=[C:6]([C:8](=[O:10])[CH3:9])[CH:7]=1. The yield is 0.940.